Dataset: Catalyst prediction with 721,799 reactions and 888 catalyst types from USPTO. Task: Predict which catalyst facilitates the given reaction. (1) Reactant: [CH3:1][O:2][C:3](=[O:11])[CH2:4][CH2:5][C:6]1[N:7]=[CH:8][NH:9][CH:10]=1.C([O-])([O-])=O.[K+].[K+].Br[CH2:19][C:20]1[CH:24]=[C:23]([C:25]2[S:26][C:27]([Cl:30])=[CH:28][CH:29]=2)[O:22][N:21]=1. Product: [CH3:1][O:2][C:3](=[O:11])[CH2:4][CH2:5][C:6]1[N:7]=[CH:8][N:9]([CH2:19][C:20]2[CH:24]=[C:23]([C:25]3[S:26][C:27]([Cl:30])=[CH:28][CH:29]=3)[O:22][N:21]=2)[CH:10]=1. The catalyst class is: 3. (2) Reactant: [Br:1][C:2]1[CH:12]=[N:11][C:5]2[N:6]=[CH:7][C:8](=[O:10])[NH:9][C:4]=2[CH:3]=1.C([O-])([O-])=O.[K+].[K+].[CH2:19](I)[CH:20]=[CH2:21].O. Product: [Br:1][C:2]1[CH:12]=[N:11][C:5]2[N:6]=[CH:7][C:8](=[O:10])[N:9]([CH2:21][CH:20]=[CH2:19])[C:4]=2[CH:3]=1. The catalyst class is: 3. (3) Product: [C:1]([O:5][C:6](=[O:7])[NH:8][C:9]1[C:18]2[C:13](=[CH:14][CH:15]=[CH:16][CH:17]=2)[C:12]([O:19][C:20]2[CH:25]=[CH:24][N:23]=[C:22]([NH:26][C:27]3[CH:28]=[C:29]([C:30](=[O:31])[NH:53][CH:48]([CH3:49])[CH2:47][N:52]4[CH2:51][CH2:50][O:75][CH2:68][CH2:70]4)[CH:33]=[C:34]([C:36]#[CH:37])[CH:35]=3)[N:21]=2)=[CH:11][CH:10]=1)([CH3:2])([CH3:3])[CH3:4]. Reactant: [C:1]([O:5][C:6]([NH:8][C:9]1[C:18]2[C:13](=[CH:14][CH:15]=[CH:16][CH:17]=2)[C:12]([O:19][C:20]2[CH:25]=[CH:24][N:23]=[C:22]([NH:26][C:27]3[CH:28]=[C:29]([CH:33]=[C:34]([C:36]#[CH:37])[CH:35]=3)[C:30](O)=[O:31])[N:21]=2)=[CH:11][CH:10]=1)=[O:7])([CH3:4])([CH3:3])[CH3:2].CN(C(ON1N=[N:53][C:48]2[CH:49]=[CH:50][CH:51]=[N:52][C:47]1=2)=[N+](C)C)C.F[P-](F)(F)(F)(F)F.CCN([CH:68]([CH3:70])C)C(C)C.CN(C=[O:75])C. The catalyst class is: 6. (4) Reactant: [Cl:1][C:2]1[CH:11]=[CH:10][C:9]2[C:4](=[C:5]([NH:12][S:13]([C:16]3[CH:21]=[CH:20][CH:19]=[CH:18][C:17]=3[N+:22]([O-])=O)(=[O:15])=[O:14])[CH:6]=[CH:7][CH:8]=2)[N:3]=1.Cl[Sn]Cl. Product: [NH2:22][C:17]1[CH:18]=[CH:19][CH:20]=[CH:21][C:16]=1[S:13]([NH:12][C:5]1[CH:6]=[CH:7][CH:8]=[C:9]2[C:4]=1[N:3]=[C:2]([Cl:1])[CH:11]=[CH:10]2)(=[O:15])=[O:14]. The catalyst class is: 422.